This data is from Reaction yield outcomes from USPTO patents with 853,638 reactions. The task is: Predict the reaction yield, written as a fraction of the theoretical maximum amount of product (1.0 means a 100% yield; for example, 0.34 means a 34% yield). (1) The reactants are [CH2:1]([NH:4][C:5]1[CH:12]=[C:11]([C:13]([F:16])([F:15])[F:14])[CH:10]=[CH:9][C:6]=1[CH:7]=O)[CH2:2][CH3:3].[CH3:17][O:18][C:19]([CH:21]=P(C1C=CC=CC=1)(C1C=CC=CC=1)C1C=CC=CC=1)=[O:20]. The catalyst is C1(C)C=CC=CC=1. The product is [CH3:17][O:18][C:19](=[O:20])[CH:21]=[CH:7][C:6]1[CH:9]=[CH:10][C:11]([C:13]([F:16])([F:15])[F:14])=[CH:12][C:5]=1[NH:4][CH2:1][CH2:2][CH3:3]. The yield is 0.690. (2) The reactants are N[C:2]1[CH:3]=[C:4]([CH:10]=[CH:11][C:12]=1[NH:13][CH:14]1[CH2:21][CH2:20][CH2:19][CH2:18][CH2:17][CH2:16][CH2:15]1)[C:5]([O:7][CH2:8][CH3:9])=[O:6].[C:22](O[C:22]([O:24][C:25]([CH3:28])([CH3:27])[CH3:26])=[O:23])([O:24][C:25]([CH3:28])([CH3:27])[CH3:26])=[O:23]. The catalyst is C1COCC1.CN(C)C1C=CN=CC=1. The product is [C:25]([O:24][C:22]([C:2]1[CH:3]=[C:4]([CH:10]=[CH:11][C:12]=1[NH:13][CH:14]1[CH2:21][CH2:20][CH2:19][CH2:18][CH2:17][CH2:16][CH2:15]1)[C:5]([O:7][CH2:8][CH3:9])=[O:6])=[O:23])([CH3:28])([CH3:27])[CH3:26]. The yield is 0.520. (3) The yield is 0.980. The catalyst is O. The product is [NH2:11][C:4]1[CH:3]=[C:2]([Br:1])[S:6][C:5]=1[C:7]([O:9][CH3:10])=[O:8]. The reactants are [Br:1][C:2]1[S:6][C:5]([C:7]([O:9][CH3:10])=[O:8])=[C:4]([NH:11]C(=O)C(F)(F)F)[CH:3]=1.C(=O)([O-])[O-].[K+].[K+].CO. (4) The reactants are Br[C:2]1[CH:3]=[C:4]([CH3:17])[C:5]2[N:9]=[CH:8][N:7]([CH:10]3[CH2:15][CH2:14][CH2:13][CH2:12][O:11]3)[C:6]=2[CH:16]=1.[B:18]1([B:18]2[O:22][C:21]([CH3:24])([CH3:23])[C:20]([CH3:26])([CH3:25])[O:19]2)[O:22][C:21]([CH3:24])([CH3:23])[C:20]([CH3:26])([CH3:25])[O:19]1.ClCCl.C([O-])(=O)C.[K+]. The catalyst is C1C=CC(P(C2C=CC=CC=2)[C-]2C=CC=C2)=CC=1.C1C=CC(P(C2C=CC=CC=2)[C-]2C=CC=C2)=CC=1.Cl[Pd]Cl.[Fe+2].CS(C)=O. The product is [CH3:17][C:4]1[C:5]2[N:9]=[CH:8][N:7]([CH:10]3[CH2:15][CH2:14][CH2:13][CH2:12][O:11]3)[C:6]=2[CH:16]=[C:2]([B:18]2[O:22][C:21]([CH3:24])([CH3:23])[C:20]([CH3:26])([CH3:25])[O:19]2)[CH:3]=1. The yield is 0.770. (5) The catalyst is ClCCl. The yield is 0.346. The reactants are [C:1]([C:3]1([NH:10][C:11](=[O:30])[CH:12]([CH2:23][CH:24]2[CH2:29][CH2:28][CH2:27][CH2:26][CH2:25]2)[CH2:13][C:14]([N:16]([CH2:21][CH3:22])[CH2:17][CH2:18][O:19]C)=[O:15])[CH2:5][CH:4]1[CH2:6]N(C)C)#[N:2].N1C=CC=CC=1.[O:37](S(C(F)(F)F)(=O)=O)S(C(F)(F)F)(=O)=O. The product is [C:1]([C:3]1([NH:10][C:11](=[O:30])[CH:12]([CH2:23][CH:24]2[CH2:29][CH2:28][CH2:27][CH2:26][CH2:25]2)[CH2:13][C:14]([N:16]2[CH2:21][CH2:22][O:19][CH2:18][CH2:17]2)=[O:15])[CH2:5][CH:4]1[CH2:6][OH:37])#[N:2].